From a dataset of Forward reaction prediction with 1.9M reactions from USPTO patents (1976-2016). Predict the product of the given reaction. (1) Given the reactants [N:1]1([C:7](Cl)=[O:8])[CH2:6][CH2:5][O:4][CH2:3][CH2:2]1.[NH2:10][CH2:11][CH2:12][CH2:13][CH2:14][N:15]1[C:27]2[C:26]3[CH:25]=[CH:24][CH:23]=[CH:22][C:21]=3[N:20]=[C:19]([NH2:28])[C:18]=2[N:17]=[CH:16]1, predict the reaction product. The product is: [NH2:28][C:19]1[C:18]2[N:17]=[CH:16][N:15]([CH2:14][CH2:13][CH2:12][CH2:11][NH:10][C:7]([N:1]3[CH2:6][CH2:5][O:4][CH2:3][CH2:2]3)=[O:8])[C:27]=2[C:26]2[CH:25]=[CH:24][CH:23]=[CH:22][C:21]=2[N:20]=1. (2) Given the reactants [CH3:1][C:2]1[C:11]2[C:10](=[O:12])[N:9]([CH2:13][C:14]([OH:16])=O)[N:8]=[N:7][C:6]=2[CH:5]=[CH:4][CH:3]=1.[CH3:17][O:18][C:19]1[CH:24]=[CH:23][C:22]([C@@H:25]([NH2:27])[CH3:26])=[CH:21][CH:20]=1, predict the reaction product. The product is: [CH3:17][O:18][C:19]1[CH:24]=[CH:23][C:22]([C@@H:25]([NH:27][C:14](=[O:16])[CH2:13][N:9]2[C:10](=[O:12])[C:11]3[C:2]([CH3:1])=[CH:3][CH:4]=[CH:5][C:6]=3[N:7]=[N:8]2)[CH3:26])=[CH:21][CH:20]=1. (3) Given the reactants [CH3:1][N:2]1[CH2:7][CH2:6][NH:5][CH2:4][CH2:3]1.FC(F)(F)C([N:12]1[C:20]2[C:15](=[CH:16][C:17]([S:21](Cl)(=[O:23])=[O:22])=[CH:18][CH:19]=2)[CH2:14][CH2:13]1)=O.[OH-].[Na+], predict the reaction product. The product is: [CH3:1][N:2]1[CH2:7][CH2:6][N:5]([S:21]([C:17]2[CH:16]=[C:15]3[C:20](=[CH:19][CH:18]=2)[NH:12][CH2:13][CH2:14]3)(=[O:22])=[O:23])[CH2:4][CH2:3]1. (4) Given the reactants [CH3:1][C:2]1[N:3]=[CH:4][S:5][CH:6]=1.N(C(C)(C)C#N)=NC(C)(C)C#N.[NH:19]1[CH2:24][CH2:23][O:22][CH2:21][CH2:20]1.BrCC1N=CSC=1, predict the reaction product. The product is: [O:22]1[CH2:23][CH2:24][N:19]([CH2:1][C:2]2[N:3]=[CH:4][S:5][CH:6]=2)[CH2:20][CH2:21]1. (5) Given the reactants [N:1]1[CH:6]=[CH:5][CH:4]=[CH:3][C:2]=1[N:7]1[C:11]([C:12]([F:15])([F:14])[F:13])=[C:10]([C:16]([O:18]CC)=[O:17])[CH:9]=[N:8]1.[OH-].[Na+], predict the reaction product. The product is: [N:1]1[CH:6]=[CH:5][CH:4]=[CH:3][C:2]=1[N:7]1[C:11]([C:12]([F:14])([F:15])[F:13])=[C:10]([C:16]([OH:18])=[O:17])[CH:9]=[N:8]1. (6) Given the reactants [O:1]1[CH2:3][CH:2]1[CH2:4][O:5][C:6]1[C:18]2[C:17]3[C:12](=[CH:13][CH:14]=[CH:15][CH:16]=3)[NH:11][C:10]=2[CH:9]=[CH:8][CH:7]=1.[CH3:19][O:20][C:21]1[CH:30]=[CH:29][CH:28]=[CH:27][C:22]=1[O:23][CH2:24][CH2:25][NH2:26].[C:31]([OH:36])(=[O:35])[C:32]([OH:34])=[O:33], predict the reaction product. The product is: [CH3:19][O:20][C:21]1[CH:30]=[CH:29][CH:28]=[CH:27][C:22]=1[O:23][CH2:24][CH2:25][NH:26][CH2:3][CH:2]([OH:1])[CH2:4][O:5][C:6]1[CH:7]=[CH:8][CH:9]=[C:10]2[NH:11][C:12]3[CH:13]=[CH:14][CH:15]=[CH:16][C:17]=3[C:18]=12.[C:31]([O-:36])(=[O:35])[C:32]([O-:34])=[O:33].